From a dataset of Full USPTO retrosynthesis dataset with 1.9M reactions from patents (1976-2016). Predict the reactants needed to synthesize the given product. (1) Given the product [CH3:1][C:2]1[C:3]([CH3:21])=[CH:4][C:5]2[N:14]([CH2:15][C:16]([OH:30])=[O:17])[C:13]3[C:8]([C:9](=[O:19])[NH:10][C:11](=[O:18])[N:12]=3)=[N:7][C:6]=2[CH:20]=1, predict the reactants needed to synthesize it. The reactants are: [CH3:1][C:2]1[C:3]([CH3:21])=[CH:4][C:5]2[N:14]([CH2:15][CH:16]=[O:17])[C:13]3[C:8]([C:9](=[O:19])[NH:10][C:11](=[O:18])[N:12]=3)=[N:7][C:6]=2[CH:20]=1.CC1CCCCC=1.Cl([O-])=[O:30].[Na+].P([O-])(O)(O)=O.[Na+]. (2) Given the product [Cl:1][C:2]1[CH:3]=[C:4]([C@@H:8]2[C@@H:13]([C:14]3[CH:15]=[CH:16][C:17]([Cl:20])=[CH:18][CH:19]=3)[N:12]([C@@H:21]([CH2:31][CH3:32])[CH2:22][N:23]([CH3:30])[S:24]([CH:27]3[CH2:29][CH2:28]3)(=[O:25])=[O:26])[C:11](=[O:33])[C@:10]([CH2:35][C:36]([NH2:40])=[O:37])([CH3:34])[CH2:9]2)[CH:5]=[CH:6][CH:7]=1, predict the reactants needed to synthesize it. The reactants are: [Cl:1][C:2]1[CH:3]=[C:4]([C@@H:8]2[C@@H:13]([C:14]3[CH:19]=[CH:18][C:17]([Cl:20])=[CH:16][CH:15]=3)[N:12]([C@@H:21]([CH2:31][CH3:32])[CH2:22][N:23]([CH3:30])[S:24]([CH:27]3[CH2:29][CH2:28]3)(=[O:26])=[O:25])[C:11](=[O:33])[C@:10]([CH2:35][C:36](O)=[O:37])([CH3:34])[CH2:9]2)[CH:5]=[CH:6][CH:7]=1.C[N:40](C(ON1N=NC2C=CC=CC1=2)=[N+](C)C)C.F[P-](F)(F)(F)(F)F.Cl.C(N=C=NCCCN(C)C)C.C(=O)([O-])O.[Na+].N.CO. (3) The reactants are: [Br:1][C:2]1[CH:3]=[CH:4][C:5]([Cl:12])=[C:6]([CH:11]=1)[C:7](OC)=[O:8].[H-].[Al+3].[Li+].[H-].[H-].[H-].O.[OH-].[Na+]. Given the product [Br:1][C:2]1[CH:3]=[CH:4][C:5]([Cl:12])=[C:6]([CH2:7][OH:8])[CH:11]=1, predict the reactants needed to synthesize it. (4) Given the product [F:1][C:2]1[CH:3]=[C:4]([NH:21][C:22]([C:24]2[C:25](=[O:40])[N:26]([C:34]3[CH:35]=[CH:36][CH:37]=[CH:38][CH:39]=3)[N:27]([CH2:30][C@@H:31]([O:33][C:54](=[O:55])[C@@H:52]([NH:51][C:41]([O:43][CH2:44][C:45]3[CH:50]=[CH:49][CH:48]=[CH:47][CH:46]=3)=[O:42])[CH3:53])[CH3:32])[C:28]=2[CH3:29])=[O:23])[CH:5]=[CH:6][C:7]=1[O:8][C:9]1[C:18]2[C:13](=[CH:14][C:15]([O:19][CH3:20])=[CH:16][CH:17]=2)[N:12]=[CH:11][CH:10]=1, predict the reactants needed to synthesize it. The reactants are: [F:1][C:2]1[CH:3]=[C:4]([NH:21][C:22]([C:24]2[C:25](=[O:40])[N:26]([C:34]3[CH:39]=[CH:38][CH:37]=[CH:36][CH:35]=3)[N:27]([CH2:30][CH:31]([OH:33])[CH3:32])[C:28]=2[CH3:29])=[O:23])[CH:5]=[CH:6][C:7]=1[O:8][C:9]1[C:18]2[C:13](=[CH:14][C:15]([O:19][CH3:20])=[CH:16][CH:17]=2)[N:12]=[CH:11][CH:10]=1.[C:41]([NH:51][C@H:52]([C:54](O)=[O:55])[CH3:53])([O:43][CH2:44][C:45]1[CH:50]=[CH:49][CH:48]=[CH:47][CH:46]=1)=[O:42].C(Cl)CCl. (5) Given the product [C:16]([C:18]1[CH:23]=[CH:22][C:21]([C:24]2[CH:25]=[C:26]3[C:30](=[C:31]([CH2:33][O:34][CH2:35][C:36]4([C:49]5[CH:50]=[CH:51][CH:52]=[CH:53][CH:54]=5)[CH2:41][CH2:40][N:39]([C:42]([O:44][C:45]([CH3:46])([CH3:48])[CH3:47])=[O:43])[CH2:38][CH2:37]4)[CH:32]=2)[N:29]([CH3:1])[N:28]=[CH:27]3)=[CH:20][CH:19]=1)#[N:17], predict the reactants needed to synthesize it. The reactants are: [C:1]1(C2CCN(C([O-])=O)CC2)C=CC=CC=1.[C:16]([C:18]1[CH:23]=[CH:22][C:21]([C:24]2[CH:32]=[C:31]([CH2:33][O:34][CH2:35][C:36]3([C:49]4[CH:54]=[CH:53][CH:52]=[CH:51][CH:50]=4)[CH2:41][CH2:40][N:39]([C:42]([O:44][C:45]([CH3:48])([CH3:47])[CH3:46])=[O:43])[CH2:38][CH2:37]3)[C:30]3[C:26](=[CH:27][N:28](C)[N:29]=3)[CH:25]=2)=[CH:20][CH:19]=1)#[N:17].C(C1C=CC(C2C=C3C(=C(COCC4(C5C=CC=CC=5)CCN(C(OC(C)(C)C)=O)CC4)C=2)NN=C3)=CC=1)#N.[H-].[Na+].IC. (6) The reactants are: Cl[C:2]1[N:11]=[C:10]([CH3:12])[C:9]2[C:4](=[CH:5][CH:6]=[C:7]([O:13][CH3:14])[CH:8]=2)[N:3]=1.[C:15]([C:18]1[CH:23]=[CH:22][C:21](B(O)O)=[CH:20][CH:19]=1)([OH:17])=[O:16].C([O-])([O-])=O.[K+].[K+].O. Given the product [CH3:14][O:13][C:7]1[CH:8]=[C:9]2[C:4](=[CH:5][CH:6]=1)[N:3]=[C:2]([C:21]1[CH:22]=[CH:23][C:18]([C:15]([OH:17])=[O:16])=[CH:19][CH:20]=1)[N:11]=[C:10]2[CH3:12], predict the reactants needed to synthesize it. (7) Given the product [Br:1][C:2]1[CH:7]=[N:6][CH:5]=[C:4]([CH:3]=1)[C:8]([NH:10][C:12]1[CH:17]=[N:16][C:15]([C:18]2([C:28]#[N:29])[CH2:27][CH2:26][C:21]3([O:22][CH2:23][CH2:24][O:25]3)[CH2:20][CH2:19]2)=[CH:14][CH:13]=1)=[O:9], predict the reactants needed to synthesize it. The reactants are: [Br:1][C:2]1[CH:3]=[C:4]([C:8]([NH2:10])=[O:9])[CH:5]=[N:6][CH:7]=1.Br[C:12]1[CH:13]=[CH:14][C:15]([C:18]2([C:28]#[N:29])[CH2:27][CH2:26][C:21]3([O:25][CH2:24][CH2:23][O:22]3)[CH2:20][CH2:19]2)=[N:16][CH:17]=1.CN(CC)C.C(=O)([O-])[O-].[K+].[K+].